Dataset: Forward reaction prediction with 1.9M reactions from USPTO patents (1976-2016). Task: Predict the product of the given reaction. (1) The product is: [O:44]1[CH2:49][CH2:48][CH2:47][CH2:46][CH:45]1[O:50][CH2:51][CH2:52][N:53]1[CH:57]=[C:56]([C:2]2[CH:3]=[N:4][C:5]([N:8]3[CH2:13][CH2:12][O:11][C@H:10]([CH2:14][N:15]4[C:19]5=[N:20][C:21]([C:24]6[CH:25]=[C:26]([CH:29]=[CH:30][CH:31]=6)[C:27]#[N:28])=[CH:22][N:23]=[C:18]5[N:17]=[N:16]4)[CH2:9]3)=[N:6][CH:7]=2)[CH:55]=[N:54]1. Given the reactants Br[C:2]1[CH:3]=[N:4][C:5]([N:8]2[CH2:13][CH2:12][O:11][C@H:10]([CH2:14][N:15]3[C:19]4=[N:20][C:21]([C:24]5[CH:25]=[C:26]([CH:29]=[CH:30][CH:31]=5)[C:27]#[N:28])=[CH:22][N:23]=[C:18]4[N:17]=[N:16]3)[CH2:9]2)=[N:6][CH:7]=1.C(=O)([O-])[O-].[K+].[K+].O1CCOCC1.[O:44]1[CH2:49][CH2:48][CH2:47][CH2:46][CH:45]1[O:50][CH2:51][CH2:52][N:53]1[CH:57]=[C:56](B2OC(C)(C)C(C)(C)O2)[CH:55]=[N:54]1, predict the reaction product. (2) Given the reactants [Br:1][C:2]1[C:10]2[CH:9]=[C:8](C(O)=O)[S:7][C:6]=2[CH:5]=[CH:4][CH:3]=1.N1C2C(=CC=CC=2)C=CC=1, predict the reaction product. The product is: [Br:1][C:2]1[C:10]2[CH:9]=[CH:8][S:7][C:6]=2[CH:5]=[CH:4][CH:3]=1. (3) Given the reactants [NH2:1][CH2:2][C:3]1[CH:4]=[CH:5][C:6]([Cl:10])=[C:7]([NH2:9])[CH:8]=1.[C:11](Cl)(=[O:16])[C:12]([CH3:15])([CH3:14])[CH3:13], predict the reaction product. The product is: [NH2:9][C:7]1[CH:8]=[C:3]([CH:4]=[CH:5][C:6]=1[Cl:10])[CH2:2][NH:1][C:11](=[O:16])[C:12]([CH3:15])([CH3:14])[CH3:13]. (4) The product is: [Cl:1][C:2]1[CH:7]=[C:6]([C:22]([C:24]([F:27])([F:26])[F:25])=[CH2:23])[CH:5]=[C:4]([C:9]([F:12])([F:11])[F:10])[C:3]=1[F:13]. Given the reactants [Cl:1][C:2]1[C:3]([F:13])=[C:4]([C:9]([F:12])([F:11])[F:10])[CH:5]=[C:6](I)[CH:7]=1.COB(OC)OC.Br[C:22]([C:24]([F:27])([F:26])[F:25])=[CH2:23].C(=O)([O-])[O-].[K+].[K+], predict the reaction product.